The task is: Predict the reactants needed to synthesize the given product.. This data is from Full USPTO retrosynthesis dataset with 1.9M reactions from patents (1976-2016). (1) Given the product [CH3:9][O:8][C:5]1[C:4]([NH:10][S:11]([CH3:14])(=[O:13])=[O:12])=[CH:3][C:2]([B:18]2[O:19][C:20]([CH3:22])([CH3:21])[C:16]([CH3:32])([CH3:15])[O:17]2)=[CH:7][N:6]=1, predict the reactants needed to synthesize it. The reactants are: Br[C:2]1[CH:3]=[C:4]([NH:10][S:11]([CH3:14])(=[O:13])=[O:12])[C:5]([O:8][CH3:9])=[N:6][CH:7]=1.[CH3:15][C:16]1([CH3:32])[C:20]([CH3:22])([CH3:21])[O:19][B:18]([B:18]2[O:19][C:20]([CH3:22])([CH3:21])[C:16]([CH3:32])([CH3:15])[O:17]2)[O:17]1.C1C=CC(P(C2C=CC=CC=2)C2C=CC=CC=2)=CC=1.CC([O-])=O.[K+]. (2) Given the product [C:1]1([C:7]2[N:11]([CH2:18][N:12]3[CH2:17][CH2:16][NH:15][CH2:14][CH2:13]3)[N:10]=[N:9][N:8]=2)[CH:2]=[CH:3][CH:4]=[CH:5][CH:6]=1, predict the reactants needed to synthesize it. The reactants are: [C:1]1([C:7]2[NH:11][N:10]=[N:9][N:8]=2)[CH:6]=[CH:5][CH:4]=[CH:3][CH:2]=1.[NH:12]1[CH2:17][CH2:16][NH:15][CH2:14][CH2:13]1.[CH2:18]=O. (3) Given the product [C:13]([C:7]1[C:2]([OH:1])=[CH:3][C:4]([CH3:12])=[C:5]([CH2:8][C:9]([OH:11])=[O:10])[CH:6]=1)([CH3:16])([CH3:15])[CH3:14], predict the reactants needed to synthesize it. The reactants are: [OH:1][C:2]1[CH:7]=[CH:6][C:5]([CH2:8][C:9]([OH:11])=[O:10])=[C:4]([CH3:12])[CH:3]=1.[C:13](O)([CH3:16])([CH3:15])[CH3:14].S(=O)(=O)(O)O. (4) Given the product [Si:26]([O:33][CH2:34][CH2:35][CH2:36][NH:37][C:38]1[CH:39]=[CH:40][C:41]([NH:44][CH2:57][C@@H:55]([OH:56])[CH2:54][NH:53][C:51]([C:49]2[S:50][C:46]([Cl:45])=[CH:47][CH:48]=2)=[O:52])=[CH:42][CH:43]=1)([C:29]([CH3:31])([CH3:32])[CH3:30])([CH3:28])[CH3:27], predict the reactants needed to synthesize it. The reactants are: FC(F)(F)S([O-])(=O)=O.[Yb+3].FC(F)(F)S([O-])(=O)=O.FC(F)(F)S([O-])(=O)=O.[Si:26]([O:33][CH2:34][CH2:35][CH2:36][NH:37][C:38]1[CH:43]=[CH:42][C:41]([NH2:44])=[CH:40][CH:39]=1)([C:29]([CH3:32])([CH3:31])[CH3:30])([CH3:28])[CH3:27].[Cl:45][C:46]1[S:50][C:49]([C:51]([NH:53][CH2:54][C@H:55]2[CH2:57][O:56]2)=[O:52])=[CH:48][CH:47]=1.